This data is from Forward reaction prediction with 1.9M reactions from USPTO patents (1976-2016). The task is: Predict the product of the given reaction. (1) Given the reactants [C:1]1([CH3:10])[C:2]([OH:9])=[C:3]([OH:8])[C:4]([CH3:7])=[CH:5][CH:6]=1.N1C=C[CH:14]=[CH:13][CH:12]=1.[C:17](Cl)(=[O:24])[C:18]1[CH:23]=[CH:22][CH:21]=[CH:20][CH:19]=1.[O:26]1[CH2:30][CH2:29][CH2:28][CH2:27]1, predict the reaction product. The product is: [C:17]([O:8][C:3]1[C:4]([CH3:7])=[CH:5][CH:6]=[C:1]([CH3:10])[C:2]=1[O:9][C:30](=[O:26])[C:29]1[CH:14]=[CH:13][CH:12]=[CH:27][CH:28]=1)(=[O:24])[C:18]1[CH:23]=[CH:22][CH:21]=[CH:20][CH:19]=1. (2) Given the reactants [O:1]=[C:2]1[N:6]([C:7]2[CH:14]=[CH:13][C:10]([C:11]#[N:12])=[C:9]([C:15]([F:18])([F:17])[F:16])[CH:8]=2)[C@H:5]2[CH2:19][CH2:20][CH2:21][CH2:22][C@@H:4]2[NH:3]1.[CH:23]1([C:26]2[CH:31]=[CH:30][N:29]=[CH:28][C:27]=2I)[CH2:25][CH2:24]1, predict the reaction product. The product is: [CH:23]1([C:26]2[CH:31]=[CH:30][N:29]=[CH:28][C:27]=2[N:3]2[C@H:4]3[CH2:22][CH2:21][CH2:20][CH2:19][C@@H:5]3[N:6]([C:7]3[CH:14]=[CH:13][C:10]([C:11]#[N:12])=[C:9]([C:15]([F:18])([F:16])[F:17])[CH:8]=3)[C:2]2=[O:1])[CH2:25][CH2:24]1.